This data is from Full USPTO retrosynthesis dataset with 1.9M reactions from patents (1976-2016). The task is: Predict the reactants needed to synthesize the given product. Given the product [ClH:34].[ClH:34].[ClH:34].[ClH:34].[CH2:1]([N:8]([CH:9]1[CH2:10][CH2:11][N:12]([CH2:15][C:16]2[CH:21]=[CH:20][N:19]=[C:18]([C:22]3[CH:27]=[C:26]([O:28][CH3:29])[C:25]([O:30][CH3:31])=[C:24]([O:32][CH3:33])[CH:23]=3)[CH:17]=2)[CH2:13][CH2:14]1)[CH2:35][C:36]1[CH:41]=[CH:40][N:39]=[C:38]([C:42]2[CH:47]=[C:46]([O:48][CH3:49])[C:45]([O:50][CH3:51])=[C:44]([O:52][CH3:53])[CH:43]=2)[CH:37]=1)[C:2]1[CH:7]=[CH:6][CH:5]=[CH:4][CH:3]=1, predict the reactants needed to synthesize it. The reactants are: [CH2:1]([NH:8][CH:9]1[CH2:14][CH2:13][N:12]([CH2:15][C:16]2[CH:21]=[CH:20][N:19]=[C:18]([C:22]3[CH:27]=[C:26]([O:28][CH3:29])[C:25]([O:30][CH3:31])=[C:24]([O:32][CH3:33])[CH:23]=3)[CH:17]=2)[CH2:11][CH2:10]1)[C:2]1[CH:7]=[CH:6][CH:5]=[CH:4][CH:3]=1.[Cl:34][CH2:35][C:36]1[CH:41]=[CH:40][N:39]=[C:38]([C:42]2[CH:47]=[C:46]([O:48][CH3:49])[C:45]([O:50][CH3:51])=[C:44]([O:52][CH3:53])[CH:43]=2)[CH:37]=1.